This data is from Full USPTO retrosynthesis dataset with 1.9M reactions from patents (1976-2016). The task is: Predict the reactants needed to synthesize the given product. (1) Given the product [CH3:1][O:2][C:3]([C:5]1[C:10]([O:11][CH2:34][C:31]2[CH:32]=[CH:33][C:28]([O:27][CH3:26])=[CH:29][CH:30]=2)=[C:9]([O:12][CH2:7][C:13]2[CH:18]=[CH:17][C:16]([O:23][CH3:20])=[CH:15][CH:14]=2)[N:8]=[C:7]([C:13]2[CH:18]=[CH:17][C:16]([CH3:19])=[CH:15][CH:14]=2)[N:6]=1)=[O:4], predict the reactants needed to synthesize it. The reactants are: [CH3:1][O:2][C:3]([C:5]1[C:10]([OH:11])=[C:9]([OH:12])[N:8]=[C:7]([C:13]2[CH:18]=[CH:17][C:16]([CH3:19])=[CH:15][CH:14]=2)[N:6]=1)=[O:4].[C:20](=[O:23])([O-])[O-].[K+].[K+].[CH3:26][O:27][C:28]1[CH:33]=[CH:32][C:31]([CH2:34]Cl)=[CH:30][CH:29]=1. (2) The reactants are: Br[C:2]([C:8]1[CH:13]=[CH:12][CH:11]=[CH:10][CH:9]=1)([CH3:7])[C:3]([O:5][CH3:6])=[O:4].[NH:14]1[CH2:19][CH2:18][O:17][CH2:16][CH2:15]1. Given the product [N:14]1([C:2]([C:8]2[CH:13]=[CH:12][CH:11]=[CH:10][CH:9]=2)([CH3:7])[C:3]([O:5][CH3:6])=[O:4])[CH2:19][CH2:18][O:17][CH2:16][CH2:15]1, predict the reactants needed to synthesize it. (3) Given the product [C:1]([Cl:27])(=[O:24])[CH2:2][CH2:3][CH2:4][CH2:5][CH2:6][CH2:7][CH2:8][CH2:9][CH2:10][CH2:11][CH2:12][CH2:13][CH2:14][CH2:15][CH2:16][CH2:17][CH2:18][CH2:19][CH2:20][CH2:21][CH3:22], predict the reactants needed to synthesize it. The reactants are: [C:1]([OH:24])(=O)[CH2:2][CH2:3][CH2:4][CH2:5][CH2:6][CH2:7][CH2:8][CH2:9][CH2:10][CH2:11][CH2:12][CH2:13][CH2:14][CH2:15][CH2:16][CH2:17][CH2:18][CH2:19][CH2:20][CH2:21][CH3:22].S(Cl)([Cl:27])=O. (4) The reactants are: C([N:8]1[C:12]([NH:13][C:14]2[CH:27]=[CH:26][C:25]([Cl:28])=[CH:24][C:15]=2[CH:16]=[C:17]2[CH2:20][CH:19]([C:21]([OH:23])=[O:22])[CH2:18]2)=[CH:11][N:10]=[N:9]1)C1C=CC=CC=1.C(O)(=O)C. Given the product [N:10]1[NH:9][N:8]=[C:12]([NH:13][C:14]2[CH:27]=[CH:26][C:25]([Cl:28])=[CH:24][C:15]=2[CH2:16][CH:17]2[CH2:20][CH:19]([C:21]([OH:23])=[O:22])[CH2:18]2)[CH:11]=1, predict the reactants needed to synthesize it. (5) Given the product [Br:1][C:2]1[C:7]([CH3:8])=[C:6]([CH3:9])[N:5]([CH3:13])[C:4](=[O:10])[CH:3]=1.[Br:1][C:2]1[C:7]([CH3:8])=[C:6]([CH3:9])[NH:5][C:4](=[O:10])[CH:3]=1, predict the reactants needed to synthesize it. The reactants are: [Br:1][C:2]1[C:7]([CH3:8])=[C:6]([CH3:9])[NH:5][C:4](=[O:10])[CH:3]=1.CI.[C:13]([O-])([O-])=O.[K+].[K+]. (6) The reactants are: [Cl:1][C:2]1[CH:7]=[CH:6][C:5]([CH2:8][CH:9]([C:11]2[CH:16]=[CH:15][C:14]([C:17]3[CH:22]=[CH:21][C:20]([O:23][C:24]([F:27])([F:26])[F:25])=[CH:19][CH:18]=3)=[CH:13][N:12]=2)[OH:10])=[C:4]([F:28])[CH:3]=1.CC(OI1(OC(C)=O)(OC(C)=O)OC(=O)C2C=CC=CC1=2)=O. Given the product [Cl:1][C:2]1[CH:7]=[CH:6][C:5]([CH2:8][C:9]([C:11]2[CH:16]=[CH:15][C:14]([C:17]3[CH:22]=[CH:21][C:20]([O:23][C:24]([F:25])([F:26])[F:27])=[CH:19][CH:18]=3)=[CH:13][N:12]=2)=[O:10])=[C:4]([F:28])[CH:3]=1, predict the reactants needed to synthesize it. (7) The reactants are: [CH:1]1([NH:7][C:8]2[CH:17]=[CH:16][C:11]([C:12]([O:14][CH3:15])=[O:13])=[CH:10][C:9]=2[N+:18]([O-])=O)[CH2:6][CH2:5][CH2:4][CH2:3][CH2:2]1.[H][H]. Given the product [NH2:18][C:9]1[CH:10]=[C:11]([CH:16]=[CH:17][C:8]=1[NH:7][CH:1]1[CH2:6][CH2:5][CH2:4][CH2:3][CH2:2]1)[C:12]([O:14][CH3:15])=[O:13], predict the reactants needed to synthesize it.